Dataset: Reaction yield outcomes from USPTO patents with 853,638 reactions. Task: Predict the reaction yield, written as a fraction of the theoretical maximum amount of product (1.0 means a 100% yield; for example, 0.34 means a 34% yield). (1) The reactants are [Br:1][C:2]1[CH:3]=[C:4]2[C:8](=[CH:9][CH:10]=1)[NH:7][CH:6]=[C:5]2/[C:11](/[C:23]#[N:24])=[CH:12]/[C:13]1[CH:14]=[C:15]([CH:18]=[CH:19][C:20]=1[O:21][CH3:22])[C:16]#[N:17].C(OC([NH:32][CH2:33][C:34](O)=[O:35])=O)(C)(C)C.C1CN([P+](ON2N=NC3C=CC=CC2=3)(N2CCCC2)N2CCCC2)CC1.F[P-](F)(F)(F)(F)F.[ClH:70]. The product is [ClH:70].[NH2:32][CH2:33][C:34]([N:7]1[C:8]2[C:4](=[CH:3][C:2]([Br:1])=[CH:10][CH:9]=2)[C:5](/[C:11](/[C:23]#[N:24])=[CH:12]/[C:13]2[CH:14]=[C:15]([CH:18]=[CH:19][C:20]=2[O:21][CH3:22])[C:16]#[N:17])=[CH:6]1)=[O:35]. The catalyst is CN(C=O)C.C(N(CC)CC)C. The yield is 0.500. (2) The yield is 0.810. The product is [C:19]([OH:26])(=[O:25])[CH2:20][CH2:21][C:22]([OH:24])=[O:23].[Cl:1][C:2]1[CH:12]=[CH:11][C:5]2[CH2:6][CH2:7][NH:8][CH2:9][CH2:10][C:4]=2[C:3]=1[NH:13][CH2:14][C:15]([F:16])([F:18])[F:17]. The catalyst is C(O)(C)C. The reactants are [Cl:1][C:2]1[CH:12]=[CH:11][C:5]2[CH2:6][CH2:7][NH:8][CH2:9][CH2:10][C:4]=2[C:3]=1[NH:13][CH2:14][C:15]([F:18])([F:17])[F:16].[C:19]([OH:26])(=[O:25])[CH2:20][CH2:21][C:22]([OH:24])=[O:23].